Dataset: Catalyst prediction with 721,799 reactions and 888 catalyst types from USPTO. Task: Predict which catalyst facilitates the given reaction. (1) Reactant: [CH2:1]1[CH2:11][CH2:10][N:9]2[C:4](=[N:5][CH2:6][CH2:7][CH2:8]2)[CH2:3][CH2:2]1.[F:12][C:13]1[CH:14]=[C:15]([CH2:19][CH2:20][NH2:21])[CH:16]=[CH:17][CH:18]=1.[C:22](OCC)(=[O:24])C. Product: [F:12][C:13]1[CH:14]=[C:15]([CH2:19][CH2:20][NH:21][C:22]([NH:5][C:4]2[CH:3]=[CH:2][CH:1]=[C:11]3[C:6]=2[CH:7]=[CH:8][N:9]=[CH:10]3)=[O:24])[CH:16]=[CH:17][CH:18]=1. The catalyst class is: 10. (2) Reactant: [Br:1][C:2]1[CH:3]=[CH:4][C:5]([NH:8][NH2:9])=[N:6][CH:7]=1.C(O[CH:13]=[C:14]([C:20]([CH3:22])=O)[C:15]([O:17][CH2:18][CH3:19])=[O:16])C.Cl. Product: [CH2:18]([O:17][C:15]([C:14]1[CH:13]=[N:9][N:8]([C:5]2[CH:4]=[CH:3][C:2]([Br:1])=[CH:7][N:6]=2)[C:20]=1[CH3:22])=[O:16])[CH3:19]. The catalyst class is: 8. (3) Reactant: [NH:1]1[CH2:6][CH2:5][CH2:4][CH2:3][C:2]1=[O:7].[H-].[Na+].[CH2:10](Br)[C:11]1[CH:16]=[CH:15][CH:14]=[CH:13][CH:12]=1.O. Product: [CH2:10]([N:1]1[CH2:6][CH2:5][CH2:4][CH2:3][C:2]1=[O:7])[C:11]1[CH:16]=[CH:15][CH:14]=[CH:13][CH:12]=1. The catalyst class is: 9. (4) Reactant: Br[CH2:2][CH2:3]Br.Cl.[CH3:6][O:7][C:8](=[O:15])[C@@H:9]([C:11]([SH:14])([CH3:13])[CH3:12])[NH2:10].C(=O)(O)[O-].[Na+]. Product: [CH3:12][C:11]1([CH3:13])[S:14][CH2:3][CH2:2][NH:10][C@H:9]1[C:8]([O:7][CH3:6])=[O:15]. The catalyst class is: 9. (5) Reactant: [CH3:1][C:2]1[CH:10]=[CH:9][C:5]([C:6](O)=[O:7])=[CH:4][C:3]=1[NH:11][C:12]1[N:13]([C:17]2[CH:22]=[C:21]([NH:23][CH3:24])[N:20]=[CH:19][N:18]=2)[N:14]=[CH:15][N:16]=1.[F:25][C:26]([F:35])([F:34])[C:27]1[CH:28]=[C:29]([NH2:33])[CH:30]=[CH:31][CH:32]=1.CN(C(ON1N=NC2C=CC=NC1=2)=[N+](C)C)C.F[P-](F)(F)(F)(F)F.C(N(C(C)C)CC)(C)C. Product: [CH3:1][C:2]1[CH:10]=[CH:9][C:5]([C:6]([NH:33][C:29]2[CH:30]=[CH:31][CH:32]=[C:27]([C:26]([F:25])([F:34])[F:35])[CH:28]=2)=[O:7])=[CH:4][C:3]=1[NH:11][C:12]1[N:13]([C:17]2[CH:22]=[C:21]([NH:23][CH3:24])[N:20]=[CH:19][N:18]=2)[N:14]=[CH:15][N:16]=1. The catalyst class is: 3. (6) The catalyst class is: 4. Reactant: C(O[C:6](=[O:28])[NH:7][C@@H:8]([CH2:21][C:22]1[CH:27]=[CH:26][CH:25]=[CH:24][CH:23]=1)[CH:9]([C:11](=[O:20])[NH:12][CH2:13][C:14]1[CH:19]=[CH:18][CH:17]=[CH:16][CH:15]=1)[OH:10])(C)(C)C.C(O)(C(F)(F)F)=O.[CH2:36]([O:43][C:44]([NH:46][C@@H:47]([CH3:62])[C:48]([NH:50][C@@H:51]([CH2:55][C:56]1[CH:61]=[CH:60][CH:59]=[CH:58][N:57]=1)C(O)=O)=[O:49])=[O:45])[C:37]1[CH:42]=[CH:41][CH:40]=[CH:39][CH:38]=1.CN(C(ON1N=NC2C=CC=NC1=2)=[N+](C)C)C.F[P-](F)(F)(F)(F)F.C(N(CC)C(C)C)(C)C. Product: [CH2:36]([O:43][C:44](=[O:45])[NH:46][C@H:47]([C:48](=[O:49])[NH:50][C@H:51]([C:6](=[O:28])[NH:7][C@@H:8]([CH2:21][C:22]1[CH:23]=[CH:24][CH:25]=[CH:26][CH:27]=1)[CH:9]([C:11](=[O:20])[NH:12][CH2:13][C:14]1[CH:15]=[CH:16][CH:17]=[CH:18][CH:19]=1)[OH:10])[CH2:55][C:56]1[CH:61]=[CH:60][CH:59]=[CH:58][N:57]=1)[CH3:62])[C:37]1[CH:42]=[CH:41][CH:40]=[CH:39][CH:38]=1. (7) Reactant: [OH-].[K+].[Br:3][C:4]1[CH:5]=[C:6]2[C:10](=[CH:11][CH:12]=1)[N:9]([S:13]([C:16]1[CH:28]=[CH:27][C:19]([O:20][CH2:21][C:22]([O:24]CC)=[O:23])=[C:18]([CH3:29])[CH:17]=1)(=[O:15])=[O:14])[CH2:8][CH2:7]2. Product: [Br:3][C:4]1[CH:5]=[C:6]2[C:10](=[CH:11][CH:12]=1)[N:9]([S:13]([C:16]1[CH:28]=[CH:27][C:19]([O:20][CH2:21][C:22]([OH:24])=[O:23])=[C:18]([CH3:29])[CH:17]=1)(=[O:15])=[O:14])[CH2:8][CH2:7]2. The catalyst class is: 132. (8) The catalyst class is: 37. Product: [F:1][C:2]1[CH:3]=[C:4]([NH:9][C:10]([C:12]2[NH:13][C:14]3[C:19]([CH:20]=2)=[CH:18][C:17]([CH:21]([CH:23]2[CH2:27][CH2:26][N:25]([CH:28]([CH3:30])[CH3:29])[CH2:24]2)[CH3:22])=[CH:16][CH:15]=3)=[O:11])[CH:5]=[C:6]([F:8])[CH:7]=1. Reactant: [F:1][C:2]1[CH:3]=[C:4]([NH:9][C:10]([C:12]2[NH:13][C:14]3[C:19]([CH:20]=2)=[CH:18][C:17]([CH:21]([CH:23]2[CH2:27][CH2:26][NH:25][CH2:24]2)[CH3:22])=[CH:16][CH:15]=3)=[O:11])[CH:5]=[C:6]([F:8])[CH:7]=1.[CH:28](Br)([CH3:30])[CH3:29].